Dataset: Forward reaction prediction with 1.9M reactions from USPTO patents (1976-2016). Task: Predict the product of the given reaction. (1) Given the reactants [CH3:1][N:2]1[C:7](=[O:8])[C:6]2=[C:9]([C:23]3[CH:28]=[CH:27][N:26]=[CH:25][CH:24]=3)[N:10]([CH2:12][C:13]3[C:22]4[C:17](=[CH:18][CH:19]=[CH:20][CH:21]=4)[CH:16]=[CH:15][CH:14]=3)[N:11]=[C:5]2[NH:4][C:3]1=[O:29].[C:30]([O:33][C:34]1[CH:39]=[CH:38][C:37]([CH2:40]Cl)=[CH:36][CH:35]=1)(=[O:32])[CH3:31].C(=O)([O-])[O-].[K+].[K+], predict the reaction product. The product is: [C:30]([O:33][C:34]1[CH:39]=[CH:38][C:37]([CH2:40][N:4]2[C:5]3=[N:11][N:10]([CH2:12][C:13]4[C:22]5[C:17](=[CH:18][CH:19]=[CH:20][CH:21]=5)[CH:16]=[CH:15][CH:14]=4)[C:9]([C:23]4[CH:24]=[CH:25][N:26]=[CH:27][CH:28]=4)=[C:6]3[C:7](=[O:8])[N:2]([CH3:1])[C:3]2=[O:29])=[CH:36][CH:35]=1)(=[O:32])[CH3:31]. (2) Given the reactants [N:1]1[C:6]([C:7](OC)=[O:8])=[CH:5][CH:4]=[CH:3][C:2]=1[C:11]([O:13][CH3:14])=[O:12].[BH4-].[Na+], predict the reaction product. The product is: [OH:8][CH2:7][C:6]1[N:1]=[C:2]([C:11]([O:13][CH3:14])=[O:12])[CH:3]=[CH:4][CH:5]=1. (3) Given the reactants Br[C:2]1[CH:3]=[C:4]([CH:8]([N:10]2[C:18]3[C:13](=[CH:14][CH:15]=[CH:16][CH:17]=3)[C:12]([C:19]([NH:21][CH2:22][CH:23]3[C:28]([CH3:29])=[CH:27][C:26]([CH3:30])=[N:25][C:24]3=[O:31])=[O:20])=[C:11]2[CH3:32])[CH3:9])[CH:5]=[CH:6][CH:7]=1.[CH3:33][C:34]1([CH3:50])[C:38]([CH3:40])([CH3:39])[O:37][B:36]([B:36]2[O:37][C:38]([CH3:40])([CH3:39])[C:34]([CH3:50])([CH3:33])[O:35]2)[O:35]1.C([O-])(=O)C.[K+], predict the reaction product. The product is: [CH3:29][C:28]1[CH:27]=[C:26]([CH3:30])[NH:25][C:24](=[O:31])[C:23]=1[CH2:22][NH:21][C:19]([C:12]1[C:13]2[C:18](=[CH:17][CH:16]=[CH:15][CH:14]=2)[N:10]([CH:8]([C:4]2[CH:5]=[CH:6][CH:7]=[C:2]([B:36]3[O:37][C:38]([CH3:40])([CH3:39])[C:34]([CH3:50])([CH3:33])[O:35]3)[CH:3]=2)[CH3:9])[C:11]=1[CH3:32])=[O:20]. (4) Given the reactants [CH:1]([C:4]1[N:5]=[C:6]([C:9]2[CH:18]=[C:17]([O:19][C@@H:20]3[CH2:24][C@@H:23]([C:25]([O:27]CC4C=CC=CC=4)=[O:26])[C@H:22]([C:35]([O:37][CH3:38])=[O:36])[CH2:21]3)[C:16]3[C:11](=[C:12]([CH3:41])[C:13]([O:39][CH3:40])=[CH:14][CH:15]=3)[N:10]=2)[S:7][CH:8]=1)([CH3:3])[CH3:2].C([SiH](CC)CC)C.Cl.C, predict the reaction product. The product is: [CH:1]([C:4]1[N:5]=[C:6]([C:9]2[CH:18]=[C:17]([O:19][C@@H:20]3[CH2:24][C@@H:23]([C:25]([OH:27])=[O:26])[C@H:22]([C:35]([O:37][CH3:38])=[O:36])[CH2:21]3)[C:16]3[C:11](=[C:12]([CH3:41])[C:13]([O:39][CH3:40])=[CH:14][CH:15]=3)[N:10]=2)[S:7][CH:8]=1)([CH3:3])[CH3:2]. (5) Given the reactants Cl[C:2]1[N:10]=[CH:9][N:8]=[C:7]2[C:3]=1[N:4]=[CH:5][N:6]2[CH:11]1[CH2:15][CH2:14][CH2:13][O:12]1.ClC1N=CN=C2C=1NC=N2.[OH:26][C:27]1[CH:34]=[CH:33][CH:32]=[CH:31][C:28]=1[CH2:29][NH2:30].C(N(CC)CC)C, predict the reaction product. The product is: [OH:26][C:27]1[CH:34]=[CH:33][CH:32]=[CH:31][C:28]=1[CH2:29][NH:30][C:2]1[N:10]=[CH:9][N:8]=[C:7]2[C:3]=1[N:4]=[CH:5][N:6]2[CH:11]1[CH2:15][CH2:14][CH2:13][O:12]1. (6) Given the reactants [Cl:1][C:2]1[N:7]=[C:6]([NH:8][CH2:9][CH2:10][CH2:11][O:12][C:13]2[CH:14]=[C:15]3[C:19](=[CH:20][CH:21]=2)[C@H:18]([CH2:22][C:23]([O:25][CH2:26][CH3:27])=[O:24])[CH2:17][CH2:16]3)[C:5]([CH3:28])=[CH:4][N:3]=1.[H-].[Na+].I[CH2:32][CH2:33][CH3:34], predict the reaction product. The product is: [Cl:1][C:2]1[N:7]=[C:6]([N:8]([CH2:32][CH2:33][CH3:34])[CH2:9][CH2:10][CH2:11][O:12][C:13]2[CH:14]=[C:15]3[C:19](=[CH:20][CH:21]=2)[C@H:18]([CH2:22][C:23]([O:25][CH2:26][CH3:27])=[O:24])[CH2:17][CH2:16]3)[C:5]([CH3:28])=[CH:4][N:3]=1.